From a dataset of Catalyst prediction with 721,799 reactions and 888 catalyst types from USPTO. Predict which catalyst facilitates the given reaction. (1) The catalyst class is: 11. Product: [O:1]1[C:6]2[CH:7]=[C:8]([C@@H:11]([OH:22])[C@@H:12]([NH:14][C:15](=[O:21])[O:16][C:17]([CH3:19])([CH3:18])[CH3:20])[CH3:13])[CH:9]=[CH:10][C:5]=2[CH2:4][O:3][CH2:2]1. Reactant: [O:1]1[C:6]2[CH:7]=[C:8]([C:11](=[O:22])[C@@H:12]([NH:14][C:15](=[O:21])[O:16][C:17]([CH3:20])([CH3:19])[CH3:18])[CH3:13])[CH:9]=[CH:10][C:5]=2[CH2:4][O:3][CH2:2]1.C(O[Al](OC(C)C)OC(C)C)(C)C.CC(O)C.Cl. (2) Reactant: [C-:1]#[N:2].[K+].CS(O[CH2:9][CH2:10][CH:11]([C:25]1[CH:30]=[CH:29][C:28]([Cl:31])=[CH:27][C:26]=1[CH3:32])[C:12]1[C:20]2[C:15](=[C:16]([CH2:21][S:22][CH2:23][CH3:24])[CH:17]=[CH:18][CH:19]=2)[NH:14][CH:13]=1)(=O)=O.O.C(OCC)(=O)C. The catalyst class is: 3. Product: [Cl:31][C:28]1[CH:29]=[CH:30][C:25]([CH:11]([C:12]2[C:20]3[C:15](=[C:16]([CH2:21][S:22][CH2:23][CH3:24])[CH:17]=[CH:18][CH:19]=3)[NH:14][CH:13]=2)[CH2:10][CH2:9][C:1]#[N:2])=[C:26]([CH3:32])[CH:27]=1.